From a dataset of Full USPTO retrosynthesis dataset with 1.9M reactions from patents (1976-2016). Predict the reactants needed to synthesize the given product. (1) Given the product [CH2:2]([O:4][C:5](=[O:34])[CH2:6][C:7]1[CH:8]=[C:9]([C:15]2[CH:20]=[CH:19][C:18]([C:21]3[CH:22]=[N:23][C:24]([O:27][CH2:28][CH3:29])=[CH:25][CH:26]=3)=[CH:17][C:16]=2[CH2:30][N:31]([CH2:32][CH3:33])[C:35](=[O:44])[CH2:36][CH2:37][C:38]2[CH:43]=[CH:42][CH:41]=[CH:40][CH:39]=2)[C:10]([O:13][CH3:14])=[CH:11][CH:12]=1)[CH3:3], predict the reactants needed to synthesize it. The reactants are: Cl.[CH2:2]([O:4][C:5](=[O:34])[CH2:6][C:7]1[CH:8]=[C:9]([C:15]2[CH:20]=[CH:19][C:18]([C:21]3[CH:22]=[N:23][C:24]([O:27][CH2:28][CH3:29])=[CH:25][CH:26]=3)=[CH:17][C:16]=2[CH2:30][NH:31][CH2:32][CH3:33])[C:10]([O:13][CH3:14])=[CH:11][CH:12]=1)[CH3:3].[C:35](Cl)(=[O:44])[CH2:36][CH2:37][C:38]1[CH:43]=[CH:42][CH:41]=[CH:40][CH:39]=1. (2) Given the product [CH2:14]([C@@:8]1([CH3:18])[C:7]2[N:6]=[N:5][C:4]([C:19]3[C:27]4[C:22](=[N:23][CH:24]=[CH:25][CH:26]=4)[N:21]([CH2:28][C:29]4[CH:34]=[CH:33][CH:32]=[CH:31][C:30]=4[F:35])[N:20]=3)=[N:3][C:2]=2[NH:36][C:9]1=[O:11])[CH2:15][CH:16]=[CH2:17], predict the reactants needed to synthesize it. The reactants are: Cl[C:2]1[N:3]=[C:4]([C:19]2[C:27]3[C:22](=[N:23][CH:24]=[CH:25][CH:26]=3)[N:21]([CH2:28][C:29]3[CH:34]=[CH:33][CH:32]=[CH:31][C:30]=3[F:35])[N:20]=2)[N:5]=[N:6][C:7]=1[C:8]([CH3:18])([CH2:14][CH2:15][CH:16]=[CH2:17])[C:9]([O:11]CC)=O.[NH3:36].